Predict the reactants needed to synthesize the given product. From a dataset of Full USPTO retrosynthesis dataset with 1.9M reactions from patents (1976-2016). (1) Given the product [CH2:27]([O:34][C:35]1[N:40]=[CH:39][N:38]([CH2:43][C:44](=[O:45])[C:46]2[CH:55]=[C:54]3[C:49]([CH2:50][CH2:51][N:52]([C:56](=[O:61])[C:57]([F:60])([F:58])[F:59])[CH2:53]3)=[CH:48][CH:47]=2)[C:37](=[O:41])[CH:36]=1)[C:28]1[CH:33]=[CH:32][CH:31]=[CH:30][CH:29]=1, predict the reactants needed to synthesize it. The reactants are: C(OC1C=CN(CC(C2C=CC(CO)=CC=2)=O)C(=O)C=1)C1C=CC=CC=1.[CH2:27]([O:34][C:35]1[N:40]=[CH:39][NH:38][C:37](=[O:41])[CH:36]=1)[C:28]1[CH:33]=[CH:32][CH:31]=[CH:30][CH:29]=1.Cl[CH2:43][C:44]([C:46]1[CH:55]=[C:54]2[C:49]([CH2:50][CH2:51][N:52]([C:56](=[O:61])[C:57]([F:60])([F:59])[F:58])[CH2:53]2)=[CH:48][CH:47]=1)=[O:45]. (2) Given the product [Cl:3][C:7]1[N:11]([CH3:12])[N:10]=[C:9]([C:13]2[CH:18]=[CH:17][C:16]([O:19][CH3:20])=[C:15]([CH3:21])[CH:14]=2)[C:8]=1[CH:24]=[O:25], predict the reactants needed to synthesize it. The reactants are: P(Cl)(Cl)([Cl:3])=O.O[C:7]1[N:11]([CH3:12])[N:10]=[C:9]([C:13]2[CH:18]=[CH:17][C:16]([O:19][CH3:20])=[C:15]([CH3:21])[CH:14]=2)[CH:8]=1.CN(C)[CH:24]=[O:25]. (3) Given the product [Cl:1][C:2]1[CH:3]=[C:4]([CH2:15][OH:16])[CH:5]=[N:6][C:7]=1[N:8]1[CH2:13][CH2:12][N:11]([C:18]2[NH:22][C:21]3[C:23]([N+:31]([O-:33])=[O:32])=[CH:24][C:25]([C:27]([F:29])([F:28])[F:30])=[CH:26][C:20]=3[N:19]=2)[C@H:10]([CH3:14])[CH2:9]1, predict the reactants needed to synthesize it. The reactants are: [Cl:1][C:2]1[CH:3]=[C:4]([CH2:15][OH:16])[CH:5]=[N:6][C:7]=1[N:8]1[CH2:13][CH2:12][NH:11][C@H:10]([CH3:14])[CH2:9]1.Cl[C:18]1[NH:22][C:21]2[C:23]([N+:31]([O-:33])=[O:32])=[CH:24][C:25]([C:27]([F:30])([F:29])[F:28])=[CH:26][C:20]=2[N:19]=1. (4) The reactants are: [C:1]([C:3]1[CH:8]=[CH:7][CH:6]=[C:5]([CH2:9][O:10][CH2:11][CH2:12][C:13]([O:15][C:16]([CH3:19])([CH3:18])[CH3:17])=[O:14])[N:4]=1)#[N:2].[C:20](OC)(=[O:28])[C:21]1[C:22](=[CH:24][CH:25]=[CH:26][CH:27]=1)[SH:23].C(N(CC)CC)C. Given the product [O:28]=[C:20]1[C:21]2[CH:27]=[CH:26][CH:25]=[CH:24][C:22]=2[S:23][C:1]([C:3]2[N:4]=[C:5]([CH2:9][O:10][CH2:11][CH2:12][C:13]([O:15][C:16]([CH3:19])([CH3:18])[CH3:17])=[O:14])[CH:6]=[CH:7][CH:8]=2)=[N:2]1, predict the reactants needed to synthesize it. (5) Given the product [NH2:27][C:28]1[N:29]=[CH:30][C:31]([C:2]2[N:3]=[C:4]([N:21]3[CH2:26][CH2:25][O:24][CH2:23][CH2:22]3)[C:5]3[S:10][C:9]([C:11]4[CH:12]=[C:13]([NH:17][C:18](=[O:20])[CH3:19])[CH:14]=[CH:15][CH:16]=4)=[CH:8][C:6]=3[N:7]=2)=[CH:32][CH:33]=1, predict the reactants needed to synthesize it. The reactants are: Cl[C:2]1[N:3]=[C:4]([N:21]2[CH2:26][CH2:25][O:24][CH2:23][CH2:22]2)[C:5]2[S:10][C:9]([C:11]3[CH:12]=[C:13]([NH:17][C:18](=[O:20])[CH3:19])[CH:14]=[CH:15][CH:16]=3)=[CH:8][C:6]=2[N:7]=1.[NH2:27][C:28]1[CH:33]=[CH:32][C:31](B2OC(C)(C)C(C)(C)O2)=[CH:30][N:29]=1. (6) Given the product [N:11]1([CH2:10][CH2:9][CH2:8][O:1][C:2]2[CH:7]=[CH:6][C:5]([C:28]3[CH2:27][CH2:26][CH2:25][CH2:24][N:23]=3)=[CH:4][CH:3]=2)[CH2:16][CH2:15][CH2:14][CH2:13][CH2:12]1, predict the reactants needed to synthesize it. The reactants are: [O:1]([CH2:8][CH2:9][CH2:10][N:11]1[CH2:16][CH2:15][CH2:14][CH2:13][CH2:12]1)[C:2]1[CH:7]=[CH:6][CH:5]=[CH:4][CH:3]=1.C([O-])(=O)C([O-])=O.[NH2:23][CH2:24][CH2:25][CH2:26][CH2:27][C:28](O)=O.[OH-].[Na+]. (7) Given the product [Cl:1][C:2]1[CH:3]=[N:4][C:5]2[C:10]([CH:11]=1)=[CH:9][C:8]([CH2:12][C:13]1[CH:14]=[C:15]([CH:20]=[CH:21][N:22]=1)[C:16]([OH:18])=[O:17])=[CH:7][CH:6]=2, predict the reactants needed to synthesize it. The reactants are: [Cl:1][C:2]1[CH:3]=[N:4][C:5]2[C:10]([CH:11]=1)=[CH:9][C:8]([CH2:12][C:13]1[CH:14]=[C:15]([CH:20]=[CH:21][N:22]=1)[C:16]([O:18]C)=[O:17])=[CH:7][CH:6]=2.[Li+].[OH-].